Dataset: Catalyst prediction with 721,799 reactions and 888 catalyst types from USPTO. Task: Predict which catalyst facilitates the given reaction. (1) Reactant: [Br:1][C:2]1[CH:3]=[C:4]2[C:42](=[CH:43][CH:44]=1)[C:7]1=[CH:8][C:9]3[C:10]([C:32]4[CH:41]=[CH:40][C:39]5[C:34](=[CH:35][CH:36]=[CH:37][CH:38]=5)[CH:33]=4)(O)[C:11]4[CH:12]=[CH:13][CH:14]=[CH:15][C:16]=4[C:17]([C:21]4[CH:30]=[CH:29][C:28]5[C:23](=[CH:24][CH:25]=[CH:26][CH:27]=5)[CH:22]=4)(O)[C:18]=3[CH:19]=[C:6]1[C:5]2([CH3:46])[CH3:45].[PH2]([O-])=O.[Na+]. The catalyst class is: 15. Product: [Br:1][C:2]1[CH:3]=[C:4]2[C:42](=[CH:43][CH:44]=1)[C:7]1=[CH:8][C:9]3[C:10]([C:32]4[CH:41]=[CH:40][C:39]5[C:34](=[CH:35][CH:36]=[CH:37][CH:38]=5)[CH:33]=4)=[C:11]4[C:16](=[C:17]([C:21]5[CH:30]=[CH:29][C:28]6[C:23](=[CH:24][CH:25]=[CH:26][CH:27]=6)[CH:22]=5)[C:18]=3[CH:19]=[C:6]1[C:5]2([CH3:46])[CH3:45])[CH:15]=[CH:14][CH:13]=[CH:12]4. (2) Reactant: [F:1][C:2]([F:22])([F:21])[C:3]1[CH:8]=[CH:7][C:6]([C:9]2[N:14]=[C:13]([CH:15](O)[CH2:16][CH2:17][CH2:18][CH3:19])[CH:12]=[CH:11][CH:10]=2)=[CH:5][CH:4]=1.O=S(Cl)[Cl:25]. Product: [Cl:25][CH:15]([C:13]1[CH:12]=[CH:11][CH:10]=[C:9]([C:6]2[CH:7]=[CH:8][C:3]([C:2]([F:22])([F:21])[F:1])=[CH:4][CH:5]=2)[N:14]=1)[CH2:16][CH2:17][CH2:18][CH3:19]. The catalyst class is: 2. (3) Reactant: [Cl:1][C:2]1[N:3]=[C:4]([C:9]([NH:11][C:12]2[CH:17]=[CH:16][C:15]([C:18]3[O:19][CH:20]=[C:21]([C:23]([O:25]C)=[O:24])[N:22]=3)=[CH:14][C:13]=2[O:27][CH3:28])=[O:10])[NH:5][C:6]=1[CH2:7][CH3:8].[OH-].[Li+].CO. Product: [Cl:1][C:2]1[N:3]=[C:4]([C:9]([NH:11][C:12]2[CH:17]=[CH:16][C:15]([C:18]3[O:19][CH:20]=[C:21]([C:23]([OH:25])=[O:24])[N:22]=3)=[CH:14][C:13]=2[O:27][CH3:28])=[O:10])[NH:5][C:6]=1[CH2:7][CH3:8]. The catalyst class is: 7. (4) Reactant: CC(C)COC([NH:7][C:8]1[S:9][C:10]([C:19]2[CH:24]=[CH:23][N:22]=[C:21](I)[N:20]=2)=[C:11]([C:13]2[CH:18]=[CH:17][CH:16]=[CH:15][CH:14]=2)[N:12]=1)=O.[CH3:27][O:28][C:29]1[CH:30]=[C:31]([CH:33]=[CH:34][CH:35]=1)[NH2:32].O.C1(C)C=CC(S(O)(=O)=O)=CC=1. Product: [NH2:7][C:8]1[S:9][C:10]([C:19]2[CH:24]=[CH:23][N:22]=[C:21]([NH:32][C:31]3[CH:33]=[CH:34][CH:35]=[C:29]([O:28][CH3:27])[CH:30]=3)[N:20]=2)=[C:11]([C:13]2[CH:14]=[CH:15][CH:16]=[CH:17][CH:18]=2)[N:12]=1. The catalyst class is: 12.